Dataset: Full USPTO retrosynthesis dataset with 1.9M reactions from patents (1976-2016). Task: Predict the reactants needed to synthesize the given product. (1) Given the product [CH:31]1([NH:34][C:3](=[O:2])[C:4]2[CH:5]=[CH:6][C:7]([N:10]3[CH:14]=[C:13]([C:15]4[C:16]([C:24]5[CH:25]=[CH:26][CH:27]=[CH:28][CH:29]=5)=[N:17][O:18][C:19]=4[C:20]([F:21])([F:23])[F:22])[N:12]=[CH:11]3)=[CH:8][CH:9]=2)[CH2:33][CH2:32]1, predict the reactants needed to synthesize it. The reactants are: C[O:2][C:3](=O)[C:4]1[CH:9]=[CH:8][C:7]([N:10]2[CH:14]=[C:13]([C:15]3[C:16]([C:24]4[CH:29]=[CH:28][CH:27]=[CH:26][CH:25]=4)=[N:17][O:18][C:19]=3[C:20]([F:23])([F:22])[F:21])[N:12]=[CH:11]2)=[CH:6][CH:5]=1.[CH:31]1([NH2:34])[CH2:33][CH2:32]1. (2) The reactants are: C(OC([NH:8][C@H:9]1[C@@H:14]([N:15]2[CH:19]=[CH:18][N:17]=[N:16]2)[C@@H:13]([CH3:20])[CH2:12][N:11]([C:21]2[CH:26]=[CH:25][N:24]=[CH:23][C:22]=2[NH:27][C:28]([C:30]2[C:39]([NH:40]C(=O)OCC3C=CC=CC=3)=[CH:38][C:37]3[C:32](=[CH:33][C:34]([C:51]4[CH2:52][CH2:53][N:54]([CH3:57])[CH2:55][CH:56]=4)=[CH:35][CH:36]=3)[N:31]=2)=[O:29])[CH2:10]1)=O)(C)(C)C.Cl.O1CCOCC1. Given the product [NH2:40][C:39]1[C:30]([C:28]([NH:27][C:22]2[CH:23]=[N:24][CH:25]=[CH:26][C:21]=2[N:11]2[CH2:12][C@H:13]([CH3:20])[C@H:14]([N:15]3[CH:19]=[CH:18][N:17]=[N:16]3)[C@H:9]([NH2:8])[CH2:10]2)=[O:29])=[N:31][C:32]2[C:37]([CH:38]=1)=[CH:36][CH:35]=[C:34]([CH:51]1[CH2:56][CH2:55][N:54]([CH3:57])[CH2:53][CH2:52]1)[CH:33]=2, predict the reactants needed to synthesize it.